Dataset: Full USPTO retrosynthesis dataset with 1.9M reactions from patents (1976-2016). Task: Predict the reactants needed to synthesize the given product. (1) Given the product [CH2:23]([C:22]([C:6]1[CH:5]=[CH:4][C:3]2[C:2]([CH3:14])([CH3:1])[CH2:11][CH2:10][C:9]([CH3:13])([CH3:12])[C:8]=2[CH:7]=1)=[O:25])[CH3:24], predict the reactants needed to synthesize it. The reactants are: [CH3:1][C:2]1([CH3:14])[CH2:11][CH2:10][C:9]([CH3:13])([CH3:12])[C:8]2[CH:7]=[CH:6][CH:5]=[CH:4][C:3]1=2.ClCCl.[Cl-].[Al+3].[Cl-].[Cl-].[C:22](Cl)(=[O:25])[CH2:23][CH3:24]. (2) Given the product [Cl:25][C:26]1[CH:31]=[CH:30][C:29]([C:32]2[N:33]=[C:34]3[CH:39]=[CH:38][CH:37]=[CH:36][N:35]3[C:40]=2[CH2:41][C:5]2[N:6]([CH:7]=[CH2:2])[CH:8]=[CH:9][N:10]=2)=[CH:28][CH:27]=1, predict the reactants needed to synthesize it. The reactants are: F[C:2]1C=C[C:5]2[N:6]([C:8](CC3N(C)C=CN=3)=[C:9](C3C=CC(F)=CC=3)[N:10]=2)[CH:7]=1.[Cl:25][C:26]1[CH:31]=[CH:30][C:29]([C:32]2[N:33]=[C:34]3[CH:39]=[CH:38][CH:37]=[CH:36][N:35]3[C:40]=2[CH:41]=O)=[CH:28][CH:27]=1.C(N1C=CN=C1)=C. (3) Given the product [CH3:1][C:2]1([CH3:10])[CH2:7][CH:6]([CH:8]=[O:9])[CH2:5][CH2:4][O:3]1, predict the reactants needed to synthesize it. The reactants are: [CH3:1][C:2]1([CH3:10])[CH2:7][CH:6]([CH2:8][OH:9])[CH2:5][CH2:4][O:3]1.C[N+]1([O-])CCOCC1. (4) The reactants are: [CH2:1]([N:5]1[CH2:10][CH2:9][C:8](=[C:11]([C:25]2[CH:30]=[CH:29][CH:28]=[CH:27][C:26]=2[NH:31][CH2:32][CH3:33])[C:12]2[CH:24]=[CH:23][C:15]([C:16]([N:18]([CH2:21][CH3:22])[CH2:19][CH3:20])=[O:17])=[CH:14][CH:13]=2)[CH2:7][CH2:6]1)[CH2:2][CH2:3][CH3:4].[NH2:34][C:35]1C=CC=C[C:36]=1C(=C1CCN(CC2C=CC=CN=2)CC1)C1C=CC(C(N(CC)CC)=O)=CC=1.[BH-](OC(C)=O)(OC(C)=O)OC(C)=O.[Na+]. Given the product [CH2:21]([N:18]([CH2:19][CH3:20])[C:16](=[O:17])[C:15]1[CH:23]=[CH:24][C:12]([C:11]([C:25]2[CH:30]=[CH:29][CH:28]=[CH:27][C:26]=2[NH:31][CH2:32][CH3:33])=[C:8]2[CH2:9][CH2:10][N:5]([CH2:1][C:2]3[CH:3]=[CH:4][CH:36]=[CH:35][N:34]=3)[CH2:6][CH2:7]2)=[CH:13][CH:14]=1)[CH3:22], predict the reactants needed to synthesize it. (5) The reactants are: [Br:1][C:2]1[CH:3]=[C:4]2[C:10]([C:11]3[CH:16]=[CH:15][CH:14]=[CH:13][C:12]=3[O:17][CH3:18])=[N:9][N:8](COCC[Si](C)(C)C)[C:5]2=[N:6][CH:7]=1.[F-].C([N+](CCCC)(CCCC)CCCC)CCC.C(O)(=O)C. Given the product [Br:1][C:2]1[CH:3]=[C:4]2[C:10]([C:11]3[CH:16]=[CH:15][CH:14]=[CH:13][C:12]=3[O:17][CH3:18])=[N:9][NH:8][C:5]2=[N:6][CH:7]=1, predict the reactants needed to synthesize it. (6) Given the product [Cl:1][C:2]1[CH:23]=[C:22]([Cl:24])[CH:21]=[CH:20][C:3]=1[CH2:4][NH:5][C:6]([C:8]1[C:9]([O:16][CH:17]([CH3:19])[CH3:18])=[N:10][N:11]([CH2:13][CH2:14][O:15][C:26]2[C:31]([O:32][CH3:33])=[CH:30][CH:29]=[CH:28][C:27]=2[CH2:34][C:35]([OH:37])=[O:36])[CH:12]=1)=[O:7], predict the reactants needed to synthesize it. The reactants are: [Cl:1][C:2]1[CH:23]=[C:22]([Cl:24])[CH:21]=[CH:20][C:3]=1[CH2:4][NH:5][C:6]([C:8]1[C:9]([O:16][CH:17]([CH3:19])[CH3:18])=[N:10][N:11]([CH2:13][CH2:14][OH:15])[CH:12]=1)=[O:7].O[C:26]1[C:31]([O:32][CH3:33])=[CH:30][CH:29]=[CH:28][C:27]=1[CH2:34][C:35]([O:37]C)=[O:36].C(P(CCCC)CCCC)CCC.N(C(N1CCCCC1)=O)=NC(N1CCCCC1)=O. (7) Given the product [Cl:1][C:2]1[CH:3]=[CH:4][C:5]([C:8]2([CH2:23][C:24]#[N:25])[CH2:13][CH2:12][C:11]([C:27]3[C:28]4[N:29]([N:33]=[C:34]([NH:36][C:37]5[CH:53]=[CH:52][C:40]([C:41]([N:43]([CH3:51])[CH:44]6[CH2:45][CH2:46][N:47]([CH3:50])[CH2:48][CH2:49]6)=[O:42])=[CH:39][CH:38]=5)[N:35]=4)[CH:30]=[CH:31][CH:32]=3)=[CH:10][CH2:9]2)=[CH:6][CH:7]=1, predict the reactants needed to synthesize it. The reactants are: [Cl:1][C:2]1[CH:7]=[CH:6][C:5]([C:8]2([CH2:23][C:24]#[N:25])[CH2:13][CH2:12][C:11](B3OC(C)(C)C(C)(C)O3)=[CH:10][CH2:9]2)=[CH:4][CH:3]=1.Br[C:27]1[C:28]2[N:29]([N:33]=[C:34]([NH:36][C:37]3[CH:53]=[CH:52][C:40]([C:41]([N:43]([CH3:51])[CH:44]4[CH2:49][CH2:48][N:47]([CH3:50])[CH2:46][CH2:45]4)=[O:42])=[CH:39][CH:38]=3)[N:35]=2)[CH:30]=[CH:31][CH:32]=1.[O-]P([O-])([O-])=O.[K+].[K+].[K+]. (8) The reactants are: [CH3:1][O:2][C:3]1[CH:8]=[C:7]([O:9][CH3:10])[CH:6]=[CH:5][C:4]=1[CH2:11][CH2:12][C:13]1([CH:21]2[CH2:25][CH2:24][CH2:23][CH2:22]2)[O:18][C:17](=[O:19])[CH2:16][C:15](=[O:20])[CH2:14]1.C([O-])(O)=O.[Na+].C(Cl)[Cl:32]. Given the product [Cl:32][C:6]1[C:7]([O:9][CH3:10])=[CH:8][C:3]([O:2][CH3:1])=[C:4]([CH2:11][CH2:12][C:13]2([CH:21]3[CH2:25][CH2:24][CH2:23][CH2:22]3)[O:18][C:17](=[O:19])[CH2:16][C:15](=[O:20])[CH2:14]2)[CH:5]=1, predict the reactants needed to synthesize it.